From a dataset of Forward reaction prediction with 1.9M reactions from USPTO patents (1976-2016). Predict the product of the given reaction. (1) Given the reactants C[Si](C)(C)CCOC[O:7][C:8]1[CH:13]=[C:12]([O:14]COCC[Si](C)(C)C)[CH:11]=[CH:10][C:9]=1[C:23]1[C:24](=[O:47])[O:25][C:26]2[C:31]([C:32]=1[CH2:33][C:34](=[O:37])[CH2:35][Cl:36])=[CH:30][CH:29]=[C:28]([O:38]COCC[Si](C)(C)C)[CH:27]=2, predict the reaction product. The product is: [Cl:36][CH2:35][C:34](=[O:37])[CH2:33][C:32]1[C:31]2[C:26](=[CH:27][C:28]([OH:38])=[CH:29][CH:30]=2)[O:25][C:24](=[O:47])[C:23]=1[C:9]1[CH:10]=[CH:11][C:12]([OH:14])=[CH:13][C:8]=1[OH:7]. (2) Given the reactants O1CCCCC1[O:7][NH:8][C:9]([C:11]1([S:17]([C:20]2[CH:25]=[CH:24][C:23]([C:26]3[CH:31]=NC(CCC(F)(F)C)=CN=3)=[CH:22][CH:21]=2)(=[O:19])=[O:18])[CH2:16][CH2:15][O:14][CH2:13][CH2:12]1)=[O:10].Cl.Cl.C1(N2CCC(S(C3C=CC(C4C=NC(CC[C:70]([F:76])([F:75])[C:71]([F:74])([F:73])F)=CN=4)=CC=3)(=O)=O)(C(NO)=O)CC2)CC1.ON1[C:82]2[CH:83]=[CH:84]C=C[C:81]=2N=N1.C(N(CC)CC)C.Cl.CN(C)CCCN=C=NCC.[O:106]1CCCCC1ON, predict the reaction product. The product is: [F:74][C:71]([F:73])([O:106][C:82]1[CH:83]=[CH:84][C:26]([C:23]2[CH:24]=[CH:25][C:20]([S:17]([C:11]3([C:9]([NH:8][OH:7])=[O:10])[CH2:16][CH2:15][O:14][CH2:13][CH2:12]3)(=[O:18])=[O:19])=[CH:21][CH:22]=2)=[CH:31][CH:81]=1)[CH:70]([F:75])[F:76]. (3) Given the reactants [F:1][C:2]([F:27])([F:26])[C:3]1[CH:4]=[C:5]([NH:9][C:10](=[O:25])[CH2:11][C:12]([NH:14][C:15]2[CH:20]=[CH:19][CH:18]=[C:17]([C:21]([F:24])([F:23])[F:22])[CH:16]=2)=[O:13])[CH:6]=[CH:7][CH:8]=1.[Cl:28][C:29]1[CH:36]=[C:35]([OH:37])[CH:34]=[CH:33][C:30]=1[CH:31]=O, predict the reaction product. The product is: [F:1][C:2]([F:26])([F:27])[C:3]1[CH:4]=[C:5]([NH:9][C:10](=[O:25])[C:11](=[CH:31][C:30]2[CH:33]=[CH:34][C:35]([OH:37])=[CH:36][C:29]=2[Cl:28])[C:12]([NH:14][C:15]2[CH:20]=[CH:19][CH:18]=[C:17]([C:21]([F:24])([F:23])[F:22])[CH:16]=2)=[O:13])[CH:6]=[CH:7][CH:8]=1. (4) Given the reactants [NH2:1][C:2]1[C:3](=[O:20])[N:4]([CH2:15][C:16]([O:18][CH3:19])=[O:17])[C:5]([CH2:8]C2C=CC=CC=2)=[CH:6][CH:7]=1.[K+].[Br-].NC1C(=O)N(CC(OC)=O)C(CCC2C=CC=CC=2)=CC=1.COC(=O)CN1C(CCCC)=CC=C(N)C1=O, predict the reaction product. The product is: [CH3:19][O:18][C:16](=[O:17])[CH2:15][N:4]1[C:5]([CH3:8])=[CH:6][CH:7]=[C:2]([NH2:1])[C:3]1=[O:20]. (5) Given the reactants [N:1]1[C:5]2[CH:6]=[CH:7][CH:8]=[CH:9][C:4]=2[NH:3][C:2]=1[CH2:10][C:11]#[N:12].[CH2:13]([CH:15]([C:21]([CH3:23])=O)[C:16](OCC)=[O:17])[CH3:14].C([O-])(=O)C.[NH4+], predict the reaction product. The product is: [CH2:21]([C:15]1[C:16](=[O:17])[N:3]2[C:2]([NH:1][C:5]3[CH:6]=[CH:7][CH:8]=[CH:9][C:4]=32)=[C:10]([C:11]#[N:12])[C:13]=1[CH3:14])[CH3:23].